Dataset: Forward reaction prediction with 1.9M reactions from USPTO patents (1976-2016). Task: Predict the product of the given reaction. (1) Given the reactants [NH2:1][C:2]1[CH:3]=[C:4]([CH:9]=[CH:10][N:11]=1)[C:5]([O:7][CH3:8])=[O:6].Cl[CH2:13][CH:14]=O.C(=O)([O-])O.[Na+], predict the reaction product. The product is: [N:1]1[CH:13]=[CH:14][N:11]2[CH:10]=[CH:9][C:4]([C:5]([O:7][CH3:8])=[O:6])=[CH:3][C:2]=12. (2) Given the reactants Cl[CH2:2][CH2:3][NH:4][C:5]([C:7]1[NH:8][C:9]([C:12]2[CH:17]=[C:16]([O:18][C:19]3[CH:24]=[CH:23][C:22]([S:25]([CH3:28])(=[O:27])=[O:26])=[CH:21][CH:20]=3)[CH:15]=[C:14]([O:29][C@@H:30]([CH3:34])[CH2:31][O:32][CH3:33])[CH:13]=2)=[CH:10][CH:11]=1)=[O:6].[H-].[Na+].O, predict the reaction product. The product is: [CH3:33][O:32][CH2:31][C@H:30]([CH3:34])[O:29][C:14]1[CH:13]=[C:12]([C:9]2[NH:8][C:7]([C:5]3[O:6][CH2:2][CH2:3][N:4]=3)=[CH:11][CH:10]=2)[CH:17]=[C:16]([O:18][C:19]2[CH:24]=[CH:23][C:22]([S:25]([CH3:28])(=[O:27])=[O:26])=[CH:21][CH:20]=2)[CH:15]=1. (3) Given the reactants C([O:8][C:9]1[C:14]([CH2:15][N:16]2[CH2:25][CH2:24][C:23]3[C:18](=[C:19]([Cl:35])[C:20]([CH:27]([O:33][CH3:34])[CH:28]4[CH2:32][CH2:31][O:30][CH2:29]4)=[CH:21][C:22]=3[CH3:26])[C:17]2=[O:36])=[C:13]([O:37][CH3:38])[CH:12]=[C:11]([CH3:39])[N:10]=1)C1C=CC=CC=1.C(O)(C(F)(F)F)=O, predict the reaction product. The product is: [Cl:35][C:19]1[C:20]([C@H:27]([O:33][CH3:34])[C@@H:28]2[CH2:32][CH2:31][O:30][CH2:29]2)=[CH:21][C:22]([CH3:26])=[C:23]2[C:18]=1[C:17](=[O:36])[N:16]([CH2:15][C:14]1[C:9](=[O:8])[NH:10][C:11]([CH3:39])=[CH:12][C:13]=1[O:37][CH3:38])[CH2:25][CH2:24]2. (4) Given the reactants Cl.[CH:2]1([NH:8][OH:9])[CH2:7][CH2:6][CH2:5][CH2:4][CH2:3]1.[CH3:10][N:11]1[CH2:16][CH2:15][N:14]([S:17]([C:20]2[CH:27]=[CH:26][CH:25]=[CH:24][C:21]=2[CH:22]=O)(=[O:19])=[O:18])[CH2:13][CH2:12]1, predict the reaction product. The product is: [CH:2]1([N+:8]([O-:9])=[CH:22][C:21]2[CH:24]=[CH:25][CH:26]=[CH:27][C:20]=2[S:17]([N:14]2[CH2:13][CH2:12][N:11]([CH3:10])[CH2:16][CH2:15]2)(=[O:18])=[O:19])[CH2:7][CH2:6][CH2:5][CH2:4][CH2:3]1. (5) Given the reactants C([N:5]1[CH:9]=[C:8]([C:10]2[CH:15]=[C:14]([Cl:16])[CH:13]=[CH:12][C:11]=2[OH:17])[C:7]([NH:18]C(=O)C(F)(F)F)=[N:6]1)(C)(C)C.[Cl:25][C:26]1[C:27](F)=[CH:28][C:29]([F:52])=[C:30]([S:32]([N:35](CC2C=CC(OC)=CC=2OC)[C:36]2[S:37][CH:38]=[N:39][N:40]=2)(=[O:34])=[O:33])[CH:31]=1.CO, predict the reaction product. The product is: [NH2:18][C:7]1[NH:6][N:5]=[CH:9][C:8]=1[C:10]1[CH:15]=[C:14]([Cl:16])[CH:13]=[CH:12][C:11]=1[O:17][C:27]1[C:26]([Cl:25])=[CH:31][C:30]([S:32]([NH:35][C:36]2[S:37][CH:38]=[N:39][N:40]=2)(=[O:33])=[O:34])=[C:29]([F:52])[CH:28]=1. (6) Given the reactants [F:1][C:2]1[CH:3]=[C:4]([CH:7]=[C:8]([F:19])[C:9]=1[B:10]1[O:14][C:13]([CH3:16])([CH3:15])[C:12]([CH3:18])([CH3:17])[O:11]1)[CH:5]=[O:6].[BH4-].[Na+], predict the reaction product. The product is: [F:19][C:8]1[CH:7]=[C:4]([CH2:5][OH:6])[CH:3]=[C:2]([F:1])[C:9]=1[B:10]1[O:14][C:13]([CH3:15])([CH3:16])[C:12]([CH3:17])([CH3:18])[O:11]1.